This data is from Full USPTO retrosynthesis dataset with 1.9M reactions from patents (1976-2016). The task is: Predict the reactants needed to synthesize the given product. (1) The reactants are: [F:1][C:2]1[CH:24]=[C:23]([F:25])[CH:22]=[CH:21][C:3]=1[CH2:4][N:5]1[C:13]2[C:8](=[CH:9][CH:10]=[CH:11][CH:12]=2)[C:7]([C:14]2[CH:19]=[C:18]([NH2:20])[CH:17]=[CH:16][N:15]=2)=[N:6]1.Br.Br[C:28]1[CH:33]=[CH:32][N:31]=[CH:30][N:29]=1.Cl.C(=O)([O-])[O-].[K+].[K+]. Given the product [F:1][C:2]1[CH:24]=[C:23]([F:25])[CH:22]=[CH:21][C:3]=1[CH2:4][N:5]1[C:13]2[C:8](=[CH:9][CH:10]=[CH:11][CH:12]=2)[C:7]([C:14]2[CH:19]=[C:18]([NH:20][C:28]3[CH:33]=[CH:32][N:31]=[CH:30][N:29]=3)[CH:17]=[CH:16][N:15]=2)=[N:6]1, predict the reactants needed to synthesize it. (2) Given the product [C:18]([O:9][CH:5]([CH2:4][CH2:3][S:2][CH3:1])[C:6]([OH:8])=[O:7])(=[O:20])[CH3:19], predict the reactants needed to synthesize it. The reactants are: [CH3:1][S:2][CH2:3][CH2:4][CH:5]([OH:9])[C:6]([OH:8])=[O:7].C.C(N(CC)CC)C.[C:18](Cl)(=[O:20])[CH3:19]. (3) Given the product [CH2:30]([S:32][C:4]1[CH:5]=[C:6]2[C:11](=[CH:12][C:13]=1[O:14][CH3:15])[N:10]=[C:9]([C:16]1[CH:21]=[CH:20][CH:19]=[C:18]([C:22]([F:24])([F:25])[F:23])[CH:17]=1)[C:8]([CH3:26])=[C:7]2[C:27]([O:29][CH3:35])=[O:28])[CH3:31], predict the reactants needed to synthesize it. The reactants are: [H-].[Na+].F[C:4]1[CH:5]=[C:6]2[C:11](=[CH:12][C:13]=1[O:14][CH3:15])[N:10]=[C:9]([C:16]1[CH:21]=[CH:20][CH:19]=[C:18]([C:22]([F:25])([F:24])[F:23])[CH:17]=1)[C:8]([CH3:26])=[C:7]2[C:27]([OH:29])=[O:28].[CH2:30]([S-:32])[CH3:31].[Na+].I[CH3:35]. (4) The reactants are: [NH2:1][CH2:2][C@H:3]1[CH2:7][CH2:6][N:5]([C:8]([O:10][C:11]([CH3:14])([CH3:13])[CH3:12])=[O:9])[CH2:4]1.[Cl:15][C:16]1[CH:27]=[CH:26][C:19]2[S:20][C:21]([C:23](O)=[O:24])=[CH:22][C:18]=2[CH:17]=1. Given the product [C:11]([O:10][C:8]([N:5]1[CH2:6][CH2:7][C@H:3]([CH2:2][NH:1][C:23]([C:21]2[S:20][C:19]3[CH:26]=[CH:27][C:16]([Cl:15])=[CH:17][C:18]=3[CH:22]=2)=[O:24])[CH2:4]1)=[O:9])([CH3:14])([CH3:13])[CH3:12], predict the reactants needed to synthesize it. (5) Given the product [F:1][C:2]1[CH:7]=[C:6]2[NH:8][C:33](=[O:34])[N:11]([C@H:12]([C:14]3[N:19]=[CH:18][C:17]([F:20])=[CH:16][N:15]=3)[CH3:13])[C:5]2=[N:4][C:3]=1[NH:21][C:22]1[CH:26]=[C:25]([CH3:27])[NH:24][N:23]=1, predict the reactants needed to synthesize it. The reactants are: [F:1][C:2]1[C:3]([NH:21][C:22]2[CH:26]=[C:25]([CH3:27])[NH:24][N:23]=2)=[N:4][C:5]([NH:11][C@H:12]([C:14]2[N:19]=[CH:18][C:17]([F:20])=[CH:16][N:15]=2)[CH3:13])=[C:6]([N+:8]([O-])=O)[CH:7]=1.O.O.Cl[Sn]Cl.[CH3:33][O:34]C(OC)(OC)OC. (6) Given the product [NH:2]1[CH2:7][CH2:6][O:5][CH2:4][CH:3]1[C:8]([NH2:12])=[O:10], predict the reactants needed to synthesize it. The reactants are: Cl.[NH:2]1[CH2:7][CH2:6][O:5][CH2:4][CH:3]1[C:8]([O:10]C)=O.[NH3:12]. (7) Given the product [CH2:3]([O:5][C:6]1[CH:11]=[CH:10][C:9]([NH2:12])=[CH:8][C:7]=1[I:15])[CH3:4], predict the reactants needed to synthesize it. The reactants are: [Cl-].[NH4+].[CH2:3]([O:5][C:6]1[CH:11]=[CH:10][C:9]([N+:12]([O-])=O)=[CH:8][C:7]=1[I:15])[CH3:4].